From a dataset of Forward reaction prediction with 1.9M reactions from USPTO patents (1976-2016). Predict the product of the given reaction. Given the reactants Br[C:2]1[CH:7]=[CH:6][C:5]([N:8]([C:13]2[C:32]([CH:33]3[CH2:35][CH2:34]3)=[CH:31][C:16]3[C:17]([C:27]([NH:29][CH3:30])=[O:28])=[C:18]([C:20]4[CH:25]=[CH:24][C:23]([F:26])=[CH:22][CH:21]=4)[O:19][C:15]=3[CH:14]=2)[S:9]([CH3:12])(=[O:11])=[O:10])=[C:4]([F:36])[CH:3]=1.C([O-])(=O)C.[K+].[B:42]1([B:42]2[O:46][C:45]([CH3:48])([CH3:47])[C:44]([CH3:50])([CH3:49])[O:43]2)[O:46][C:45]([CH3:48])([CH3:47])[C:44]([CH3:50])([CH3:49])[O:43]1, predict the reaction product. The product is: [CH:33]1([C:32]2[C:13]([N:8]([C:5]3[CH:6]=[CH:7][C:2]([B:42]4[O:46][C:45]([CH3:48])([CH3:47])[C:44]([CH3:50])([CH3:49])[O:43]4)=[CH:3][C:4]=3[F:36])[S:9]([CH3:12])(=[O:11])=[O:10])=[CH:14][C:15]3[O:19][C:18]([C:20]4[CH:25]=[CH:24][C:23]([F:26])=[CH:22][CH:21]=4)=[C:17]([C:27]([NH:29][CH3:30])=[O:28])[C:16]=3[CH:31]=2)[CH2:34][CH2:35]1.